Dataset: Full USPTO retrosynthesis dataset with 1.9M reactions from patents (1976-2016). Task: Predict the reactants needed to synthesize the given product. (1) Given the product [F:37][C:38]([F:43])([F:42])[C:39]([OH:41])=[O:40].[Cl:30][C:27]1[CH:28]=[CH:29][C:24]([C:11]2([C:22]#[N:23])[CH:10]([CH2:32][C:33]([CH3:36])([CH3:35])[CH3:34])[NH:9][CH:8]([C:6]([OH:7])=[O:5])[CH:12]2[C:13]2[CH:18]=[C:17]([Cl:19])[CH:16]=[CH:15][C:14]=2[O:20][CH3:21])=[C:25]([F:31])[CH:26]=1, predict the reactants needed to synthesize it. The reactants are: C([O:5][C:6]([CH:8]1[CH:12]([C:13]2[CH:18]=[C:17]([Cl:19])[CH:16]=[CH:15][C:14]=2[O:20][CH3:21])[C:11]([C:24]2[CH:29]=[CH:28][C:27]([Cl:30])=[CH:26][C:25]=2[F:31])([C:22]#[N:23])[CH:10]([CH2:32][C:33]([CH3:36])([CH3:35])[CH3:34])[NH:9]1)=[O:7])(C)(C)C.[F:37][C:38]([F:43])([F:42])[C:39]([OH:41])=[O:40]. (2) The reactants are: N1C=CN=C1.[Si:6](Cl)([C:9]([CH3:12])([CH3:11])[CH3:10])([CH3:8])[CH3:7].[NH2:14][C:15]1[N:20]=[C:19]([S:21][CH2:22][C:23]2[CH:28]=[CH:27][CH:26]=[C:25]([F:29])[C:24]=2[F:30])[N:18]=[C:17]([NH:31][C@H:32]([CH3:35])[CH2:33][OH:34])[CH:16]=1. Given the product [Si:6]([O:34][CH2:33][C@H:32]([NH:31][C:17]1[CH:16]=[C:15]([NH2:14])[N:20]=[C:19]([S:21][CH2:22][C:23]2[CH:28]=[CH:27][CH:26]=[C:25]([F:29])[C:24]=2[F:30])[N:18]=1)[CH3:35])([C:9]([CH3:12])([CH3:11])[CH3:10])([CH3:8])[CH3:7], predict the reactants needed to synthesize it. (3) Given the product [O:1]1[CH2:6][CH2:5][CH:4]([NH:7][CH:8]=[O:9])[CH2:3][CH2:2]1, predict the reactants needed to synthesize it. The reactants are: [O:1]1[CH2:6][CH2:5][CH:4]([NH2:7])[CH2:3][CH2:2]1.[CH:8](OCC)=[O:9].